Task: Predict the reactants needed to synthesize the given product.. Dataset: Full USPTO retrosynthesis dataset with 1.9M reactions from patents (1976-2016) Given the product [NH2:7][C:8]1[CH:13]=[C:12]([CH:11]=[CH:10][C:9]=1[CH3:25])[C:14]([NH:15][CH2:16][C:17]1[CH:22]=[CH:21][CH:20]=[C:19]([Cl:23])[CH:18]=1)=[O:24], predict the reactants needed to synthesize it. The reactants are: C(OC(=O)[NH:7][C:8]1[CH:13]=[C:12]([C:14](=[O:24])[NH:15][CH2:16][C:17]2[CH:22]=[CH:21][CH:20]=[C:19]([Cl:23])[CH:18]=2)[CH:11]=[CH:10][C:9]=1[CH3:25])(C)(C)C.FC(F)(F)C(O)=O.N.